This data is from Reaction yield outcomes from USPTO patents with 853,638 reactions. The task is: Predict the reaction yield, written as a fraction of the theoretical maximum amount of product (1.0 means a 100% yield; for example, 0.34 means a 34% yield). (1) The reactants are C(OC([N:8]1[CH2:13][CH2:12][CH:11]([NH:14][CH:15](CC2CC2)[C:16]2[S:20][C:19]([CH3:21])=[N:18][C:17]=2[CH3:22])[CH2:10][CH2:9]1)=O)(C)(C)C.[C:27]1(OC)[CH:32]=[CH:31][CH:30]=CC=1.FC(F)(F)C(O)=O. The catalyst is ClCCl. The product is [CH:32]1([CH2:27][N:14]([CH2:15][C:16]2[S:20][C:19]([CH3:21])=[N:18][C:17]=2[CH3:22])[CH:11]2[CH2:10][CH2:9][NH:8][CH2:13][CH2:12]2)[CH2:30][CH2:31]1. The yield is 0.870. (2) The reactants are [OH:1][C@H:2]([C:4]1[CH:9]=[CH:8][C:7]([C:10](=[O:16])[CH2:11][C:12]([CH3:15])([CH3:14])[CH3:13])=[CH:6][CH:5]=1)[CH3:3].[OH:17][CH:18]([C:20]1[CH:25]=[CH:24][C:23]([C:26](=[O:32])[CH2:27][C:28]([CH3:31])([CH3:30])[CH3:29])=[CH:22][CH:21]=1)[CH3:19].C(OC=C)(=O)C. The catalyst is C(OC(C)C)(C)C. The product is [C:18]([O:1][C@@H:2]([C:4]1[CH:9]=[CH:8][C:7]([C:10](=[O:16])[CH2:11][C:12]([CH3:15])([CH3:14])[CH3:13])=[CH:6][CH:5]=1)[CH3:3])(=[O:17])[CH3:19].[OH:17][C@H:18]([C:20]1[CH:25]=[CH:24][C:23]([C:26](=[O:32])[CH2:27][C:28]([CH3:31])([CH3:30])[CH3:29])=[CH:22][CH:21]=1)[CH3:19]. The yield is 0.360. (3) The product is [C:48]([NH:51][NH:52][C:26]([C@@H:18]1[CH2:17][C@:16]2([C:33]3[CH:38]=[CH:37][CH:36]=[CH:35][CH:34]=3)[N:22]([CH2:23][C:24]3[CH:25]=[CH:43][CH:42]=[CH:54][CH:53]=3)[C@H:19]1[CH2:20][CH2:21][C@H:15]2[O:14][CH2:13][C:5]1[CH:4]=[C:3]([C:2]([F:1])([F:40])[F:39])[CH:8]=[C:7]([C:9]([F:11])([F:12])[F:10])[CH:6]=1)=[O:28])(=[O:50])[CH3:49]. The reactants are [F:1][C:2]([F:40])([F:39])[C:3]1[CH:4]=[C:5]([CH2:13][O:14][CH:15]2[CH2:21][CH2:20][CH:19]3[N:22]([CH2:23][CH:24]=[CH2:25])[C:16]2([C:33]2[CH:38]=[CH:37][CH:36]=[CH:35][CH:34]=2)[CH2:17][CH:18]3[C:26]([O:28]C(C)(C)C)=O)[CH:6]=[C:7]([C:9]([F:12])([F:11])[F:10])[CH:8]=1.F[C:42](F)(F)[C:43](O)=O.[C:48]([NH:51][NH2:52])(=[O:50])[CH3:49].[CH2:53](N(CC)CC)[CH3:54].Cl.CN(C)CCCN=C=NCC. The catalyst is ClCCl. The yield is 0.500.